From a dataset of Catalyst prediction with 721,799 reactions and 888 catalyst types from USPTO. Predict which catalyst facilitates the given reaction. The catalyst class is: 2. Product: [OH:14][CH2:13][CH2:12][NH:11][C:1](=[O:9])[C:2]1[CH:3]=[CH:4][CH:5]=[CH:6][CH:7]=1. Reactant: [C:1]([O:9]C)(=O)[C:2]1[CH:7]=[CH:6][CH:5]=[CH:4][CH:3]=1.[NH2:11][CH2:12][CH2:13][OH:14].